Dataset: Full USPTO retrosynthesis dataset with 1.9M reactions from patents (1976-2016). Task: Predict the reactants needed to synthesize the given product. (1) Given the product [OH:27][C:26]1[CH:25]=[C:24]([N:20]2[C:14]3[CH:13]=[C:12]([C:10](=[O:11])[NH:9][CH2:8][CH2:7][N:1]4[CH2:6][CH2:5][O:4][CH2:3][CH2:2]4)[N:17]=[CH:16][C:15]=3[N:18]=[CH:19]2)[S:23][C:22]=1[C:28]([O:30][CH3:31])=[O:29], predict the reactants needed to synthesize it. The reactants are: [N:1]1([CH2:7][CH2:8][NH:9][C:10]([C:12]2[N:17]=[CH:16][C:15]3[N:18]=[CH:19][NH:20][C:14]=3[CH:13]=2)=[O:11])[CH2:6][CH2:5][O:4][CH2:3][CH2:2]1.Cl[C:22]1([C:28]([O:30][CH3:31])=[O:29])[C:26](=[O:27])[CH:25]=[CH:24][S:23]1. (2) Given the product [C:22]([O:21][C:19](=[O:20])[N:5]([CH2:4][C:3]1[CH:7]=[CH:8][CH:9]=[CH:10][C:2]=1[I:1])[CH3:6])([CH3:23])([CH3:24])[CH3:25], predict the reactants needed to synthesize it. The reactants are: [I:1][C:2]1[CH:10]=[CH:9][CH:8]=[CH:7][C:3]=1[CH2:4][NH:5][CH3:6].[C:19](O[C:19]([O:21][C:22]([CH3:25])([CH3:24])[CH3:23])=[O:20])([O:21][C:22]([CH3:25])([CH3:24])[CH3:23])=[O:20].